From a dataset of Peptide-MHC class I binding affinity with 185,985 pairs from IEDB/IMGT. Regression. Given a peptide amino acid sequence and an MHC pseudo amino acid sequence, predict their binding affinity value. This is MHC class I binding data. (1) The peptide sequence is YQVEGATRV. The MHC is HLA-A24:03 with pseudo-sequence HLA-A24:03. The binding affinity (normalized) is 0.0847. (2) The peptide sequence is GLSFLNPEK. The MHC is HLA-A68:02 with pseudo-sequence HLA-A68:02. The binding affinity (normalized) is 0.0847. (3) The peptide sequence is VLLGRLNKC. The MHC is HLA-A30:01 with pseudo-sequence HLA-A30:01. The binding affinity (normalized) is 0.130. (4) The peptide sequence is IPKGIMMNV. The MHC is HLA-B35:01 with pseudo-sequence HLA-B35:01. The binding affinity (normalized) is 0.0808. (5) The peptide sequence is DPNPQEVVL. The MHC is HLA-A68:01 with pseudo-sequence HLA-A68:01. The binding affinity (normalized) is 0.